Dataset: Forward reaction prediction with 1.9M reactions from USPTO patents (1976-2016). Task: Predict the product of the given reaction. Given the reactants Cl.Cl.[F:3][C:4]1[CH:5]=[CH:6][C:7]([C:10]2[CH:11]=[N:12][N:13]([CH2:15][C@@H:16]([NH2:18])[CH3:17])[CH:14]=2)=[N:8][CH:9]=1.[F:19][C:20]1[CH:21]=[CH:22][C:23]([C:29]2[N:34]=[CH:33][CH:32]=[CH:31][N:30]=2)=[C:24]([CH:28]=1)[C:25](O)=[O:26], predict the reaction product. The product is: [F:19][C:20]1[CH:21]=[CH:22][C:23]([C:29]2[N:30]=[CH:31][CH:32]=[CH:33][N:34]=2)=[C:24]([CH:28]=1)[C:25]([NH:18][C@@H:16]([CH3:17])[CH2:15][N:13]1[CH:14]=[C:10]([C:7]2[CH:6]=[CH:5][C:4]([F:3])=[CH:9][N:8]=2)[CH:11]=[N:12]1)=[O:26].